Dataset: hERG potassium channel inhibition data for cardiac toxicity prediction from Karim et al.. Task: Regression/Classification. Given a drug SMILES string, predict its toxicity properties. Task type varies by dataset: regression for continuous values (e.g., LD50, hERG inhibition percentage) or binary classification for toxic/non-toxic outcomes (e.g., AMES mutagenicity, cardiotoxicity, hepatotoxicity). Dataset: herg_karim. (1) The molecule is Cc1ncoc1-c1nnc(SCCCN2C[C@H]3C[C@@]3(c3cccc(Cl)c3)C2)n1C. The result is 1 (blocker). (2) The compound is COc1ccc(OC(F)(F)F)cc1CNC1CCC2CCC1(c1ccccc1)N2. The result is 1 (blocker). (3) The result is 1 (blocker). The drug is Cc1nc(C(C)C)n([C@@H]2C[C@@H]3CC[C@H](C2)N3CC[C@H](NC(=O)C2CCC(F)(F)CC2)c2ccccc2)n1. (4) The drug is CO/N=C(/Cc1c(F)cnc2ccc(OC)nc12)C12CCC(NCc3ccc4c(n3)NC(=O)CO4)(CC1)CO2. The result is 1 (blocker). (5) The drug is Cc1c([C@@H](O)CN2CCC3(CC2)CCN(c2ccn(C)c(=O)c2)C3=O)ccc2c1COC2=O. The result is 0 (non-blocker). (6) The molecule is C[C@@H](OC1CCC2NC1(c1ccccc1)CC2(F)c1nnn(C)n1)c1cc(C(F)(F)F)cc(C(F)(F)F)c1. The result is 1 (blocker). (7) The compound is C=CCN1CC2CC2(c2ccc(NS(=O)(=O)c3ccc(C(C)C)cc3)cc2)C1. The result is 1 (blocker). (8) The molecule is Cn1cnc(C(=O)N(Cc2ccc(F)c(Cl)c2)C[C@@H]2[C@H]3CNC[C@H]32)c1. The result is 0 (non-blocker).